From a dataset of Catalyst prediction with 721,799 reactions and 888 catalyst types from USPTO. Predict which catalyst facilitates the given reaction. (1) Reactant: [N+:1]([C:4]1[CH:5]=[CH:6][C:7]([O:14][CH2:15][CH2:16][N:17]2[CH2:21][CH2:20][CH2:19][CH2:18]2)=[C:8]([NH:10][C:11](=[O:13])[CH3:12])[CH:9]=1)([O-])=O. Product: [NH2:1][C:4]1[CH:5]=[CH:6][C:7]([O:14][CH2:15][CH2:16][N:17]2[CH2:21][CH2:20][CH2:19][CH2:18]2)=[C:8]([NH:10][C:11](=[O:13])[CH3:12])[CH:9]=1. The catalyst class is: 50. (2) Reactant: [C:1]([N:9]1[CH2:12][CH:11]([CH2:13][CH2:14][CH2:15][CH2:16][NH:17]C(=O)OC(C)(C)C)[CH2:10]1)(=[O:8])[C:2]1[CH:7]=[CH:6][CH:5]=[CH:4][CH:3]=1.C(O)(C(F)(F)F)=O. Product: [NH2:17][CH2:16][CH2:15][CH2:14][CH2:13][CH:11]1[CH2:12][N:9]([C:1]([C:2]2[CH:3]=[CH:4][CH:5]=[CH:6][CH:7]=2)=[O:8])[CH2:10]1. The catalyst class is: 4. (3) Reactant: [CH2:1]([C:5]1[CH:20]=[CH:19][C:8]([CH:9]=[CH:10][C:11]2[CH:18]=[CH:17][C:14]([CH2:15][Br:16])=[CH:13][CH:12]=2)=[CH:7][CH:6]=1)[CH:2]([CH3:4])[CH3:3].C1([P:27](C2C=CC=CC=2)C2C=CC=CC=2)C=CC=CC=1. Product: [Br-:16].[CH2:1]([C:5]1[CH:20]=[CH:19][C:8]([CH:9]=[CH:10][C:11]2[CH:18]=[CH:17][C:14]([CH2:15][PH3+:27])=[CH:13][CH:12]=2)=[CH:7][CH:6]=1)[CH:2]([CH3:4])[CH3:3]. The catalyst class is: 48. (4) Reactant: C(=O)([O-])[O-].[K+].[K+].[Cl:7][C:8]1[CH:13]=[CH:12][C:11]([OH:14])=[C:10]([N+:15]([O-:17])=[O:16])[CH:9]=1.Cl.Cl[CH2:20][CH2:21][N:22]([CH3:24])[CH3:23]. Product: [Cl:7][C:8]1[CH:13]=[CH:12][C:11]([O:14][CH2:20][CH2:21][N:22]([CH3:24])[CH3:23])=[C:10]([N+:15]([O-:17])=[O:16])[CH:9]=1. The catalyst class is: 3. (5) Reactant: [CH3:1][O:2][C:3]1[CH:8]=[CH:7][C:6]([C:9]2[S:13][C:12]3[CH:14]=[C:15]([O:18][CH3:19])[CH:16]=[CH:17][C:11]=3[CH:10]=2)=[CH:5][CH:4]=1.[CH3:20][O:21][C:22]1[CH:30]=[CH:29][CH:28]=[C:27]([O:31][CH3:32])[C:23]=1[C:24](Cl)=[O:25].[Al+3].[Cl-].[Cl-].[Cl-].O. Product: [CH3:32][O:31][C:27]1[CH:28]=[CH:29][CH:30]=[C:22]([O:21][CH3:20])[C:23]=1[C:24]([C:10]1[C:11]2[CH:17]=[CH:16][C:15]([O:18][CH3:19])=[CH:14][C:12]=2[S:13][C:9]=1[C:6]1[CH:7]=[CH:8][C:3]([O:2][CH3:1])=[CH:4][CH:5]=1)=[O:25]. The catalyst class is: 91. (6) Reactant: [Cl:1][C:2]1[C:17]([Cl:18])=[CH:16][C:5]([CH2:6][NH:7][C:8]([CH:10]2[CH2:15][CH2:14][NH:13][CH2:12][CH2:11]2)=[O:9])=[C:4]([O:19][CH3:20])[CH:3]=1.O=[C:22]1[CH2:25][N:24]([C:26]([O:28][C:29]([CH3:32])([CH3:31])[CH3:30])=[O:27])[CH2:23]1.CC(O)=O. Product: [Cl:1][C:2]1[C:17]([Cl:18])=[CH:16][C:5]([CH2:6][NH:7][C:8]([CH:10]2[CH2:11][CH2:12][N:13]([CH:22]3[CH2:23][N:24]([C:26]([O:28][C:29]([CH3:32])([CH3:31])[CH3:30])=[O:27])[CH2:25]3)[CH2:14][CH2:15]2)=[O:9])=[C:4]([O:19][CH3:20])[CH:3]=1. The catalyst class is: 5. (7) Reactant: [Cl:1][C:2]1[CH:9]=[CH:8][C:5]([CH:6]=O)=[CH:4][CH:3]=1.[C:10]([O:18][CH2:19][CH3:20])(=[O:17])[CH2:11][C:12]([O:14][CH2:15][CH3:16])=[O:13].N1CCCCC1.C(O)(=O)C. Product: [Cl:1][C:2]1[CH:9]=[CH:8][C:5]([CH:6]=[C:11]([C:12]([O:14][CH2:15][CH3:16])=[O:13])[C:10]([O:18][CH2:19][CH3:20])=[O:17])=[CH:4][CH:3]=1. The catalyst class is: 93.